From a dataset of Forward reaction prediction with 1.9M reactions from USPTO patents (1976-2016). Predict the product of the given reaction. (1) Given the reactants Cl[C:2]1[C:7]([N+:8]([O-:10])=[O:9])=[CH:6][CH:5]=[CH:4][N:3]=1.[CH3:11]B(O)O.C(=O)([O-])[O-].[K+].[K+], predict the reaction product. The product is: [CH3:11][C:2]1[C:7]([N+:8]([O-:10])=[O:9])=[CH:6][CH:5]=[CH:4][N:3]=1. (2) Given the reactants Br[C:2]1[CH:3]=[N:4][CH:5]=[C:6]2[C:11]=1[N:10]=[C:9]([C:12]([NH2:14])=[O:13])[CH:8]=[CH:7]2.[CH3:15][S:16]([C:19]1[CH:20]=[C:21](B(O)O)[CH:22]=[CH:23][CH:24]=1)(=[O:18])=[O:17].C(=O)([O-])[O-].[Cs+].[Cs+], predict the reaction product. The product is: [CH3:15][S:16]([C:19]1[CH:24]=[C:23]([C:2]2[CH:3]=[N:4][CH:5]=[C:6]3[C:11]=2[N:10]=[C:9]([C:12]([NH2:14])=[O:13])[CH:8]=[CH:7]3)[CH:22]=[CH:21][CH:20]=1)(=[O:18])=[O:17]. (3) Given the reactants [Cl:1][C:2]1[CH:3]=[C:4]([NH:11][S:12]([C:15]2[CH:20]=[CH:19][C:18]([Cl:21])=[C:17]([C:22]([F:25])([F:24])[F:23])[CH:16]=2)(=[O:14])=[O:13])[C:5]([C:8](Cl)=[O:9])=[N:6][CH:7]=1.[C:26]([O:30][C:31]([N:33]1[C:41]2[C:36](=[CH:37][CH:38]=[CH:39][CH:40]=2)[C:35]([NH:42][CH2:43][CH3:44])=[N:34]1)=[O:32])([CH3:29])([CH3:28])[CH3:27], predict the reaction product. The product is: [C:26]([O:30][C:31]([N:33]1[C:41]2[C:36](=[CH:37][CH:38]=[CH:39][CH:40]=2)[C:35]([N:42]([C:8]([C:5]2[C:4]([NH:11][S:12]([C:15]3[CH:20]=[CH:19][C:18]([Cl:21])=[C:17]([C:22]([F:24])([F:23])[F:25])[CH:16]=3)(=[O:13])=[O:14])=[CH:3][C:2]([Cl:1])=[CH:7][N:6]=2)=[O:9])[CH2:43][CH3:44])=[N:34]1)=[O:32])([CH3:29])([CH3:28])[CH3:27]. (4) Given the reactants [CH3:1][S:2][C:3]1[S:7][C:6]([NH2:8])=[N:5][N:4]=1.Br[CH2:10][C:11]([C:13]1[O:21][C:20]2[CH:19]=[CH:18][N:17]=[C:16]([Cl:22])[C:15]=2[CH:14]=1)=O, predict the reaction product. The product is: [Cl:22][C:16]1[C:15]2[CH:14]=[C:13]([C:11]3[N:8]=[C:6]4[N:5]([CH:10]=3)[N:4]=[C:3]([S:2][CH3:1])[S:7]4)[O:21][C:20]=2[CH:19]=[CH:18][N:17]=1. (5) Given the reactants [CH:1]1([NH2+]C2CCCCC2)CCCCC1.[C:14]([O:18][C:19]([NH:21][C@@H:22]([CH2:26][C:27]1[CH:32]=[CH:31][C:30]([OH:33])=[C:29]([Cl:34])[CH:28]=1)[C:23]([O-:25])=[O:24])=[O:20])([CH3:17])([CH3:16])[CH3:15].O[Li].O.COS(OC)(=O)=O.C(C)(C)C.C(OC(C)(C)C)=O, predict the reaction product. The product is: [CH3:1][O:24][C:23](=[O:25])[C@@H:22]([NH:21][C:19]([O:18][C:14]([CH3:17])([CH3:15])[CH3:16])=[O:20])[CH2:26][C:27]1[CH:32]=[CH:31][C:30]([OH:33])=[C:29]([Cl:34])[CH:28]=1. (6) Given the reactants [F:1][C:2]1[CH:3]=[C:4]([C:13](=[O:15])[CH3:14])[CH:5]=[CH:6][C:7]=1[O:8][C:9]([F:12])([F:11])[F:10].[Br:16]Br, predict the reaction product. The product is: [Br:16][CH2:14][C:13]([C:4]1[CH:5]=[CH:6][C:7]([O:8][C:9]([F:11])([F:12])[F:10])=[C:2]([F:1])[CH:3]=1)=[O:15].